Dataset: Reaction yield outcomes from USPTO patents with 853,638 reactions. Task: Predict the reaction yield, written as a fraction of the theoretical maximum amount of product (1.0 means a 100% yield; for example, 0.34 means a 34% yield). (1) The reactants are [CH3:1][N:2]([CH3:10])[C:3]1[CH:8]=[CH:7][N:6]=[C:5]([NH2:9])[CH:4]=1.[O:11]1[C:15]2[CH:16]=[CH:17][C:18]([C:20](=O)[CH2:21]Br)=[CH:19][C:14]=2[O:13][CH2:12]1. No catalyst specified. The product is [O:11]1[C:15]2[CH:16]=[CH:17][C:18]([C:20]3[N:9]=[C:5]4[CH:4]=[C:3]([N:2]([CH3:10])[CH3:1])[CH:8]=[CH:7][N:6]4[CH:21]=3)=[CH:19][C:14]=2[O:13][CH2:12]1. The yield is 0.970. (2) The reactants are Cl[CH2:2][C:3]1[CH:4]=[C:5]([O:12][CH3:13])[C:6]2[O:10][CH2:9][O:8][C:7]=2[CH:11]=1.[C-:14]#[N:15].[Na+].O. The catalyst is CS(C)=O. The product is [CH3:13][O:12][C:5]1[C:6]2[O:10][CH2:9][O:8][C:7]=2[CH:11]=[C:3]([CH2:2][C:14]#[N:15])[CH:4]=1. The yield is 0.450. (3) The product is [Br:23][C:24]1[CH:25]=[CH:26][C:27]2[N:28]([CH2:38][C:39](=[O:48])[CH2:40][O:41][C:42]3[CH:43]=[CH:44][CH:45]=[CH:46][CH:47]=3)[C:29]3[C:34]([C:35]=2[CH:36]=1)=[CH:33][C:32]([Br:37])=[CH:31][CH:30]=3. The yield is 0.740. The reactants are CC(OI1(OC(C)=O)(OC(C)=O)OC(=O)C2C=CC=CC1=2)=O.[Br:23][C:24]1[CH:25]=[CH:26][C:27]2[N:28]([CH2:38][CH:39]([OH:48])[CH2:40][O:41][C:42]3[CH:47]=[CH:46][CH:45]=[CH:44][CH:43]=3)[C:29]3[C:34]([C:35]=2[CH:36]=1)=[CH:33][C:32]([Br:37])=[CH:31][CH:30]=3. The catalyst is ClCCl.CCOC(C)=O. (4) The reactants are [CH3:1][O:2][C:3](=[O:16])[CH:4]=[CH:5][C:6]1[CH:11]=[CH:10][CH:9]=[C:8]([S:12](Cl)(=[O:14])=[O:13])[CH:7]=1.[NH2:17][C:18]1[CH:23]=[CH:22][CH:21]=[CH:20][CH:19]=1.N1C=CC=CC=1. The catalyst is ClCCl. The product is [CH3:1][O:2][C:3](=[O:16])[CH:4]=[CH:5][C:6]1[CH:11]=[CH:10][CH:9]=[C:8]([S:12](=[O:14])(=[O:13])[NH:17][C:18]2[CH:23]=[CH:22][CH:21]=[CH:20][CH:19]=2)[CH:7]=1. The yield is 0.290. (5) The reactants are C([O:3][C:4](=[O:27])[CH2:5][O:6][C:7]1[CH:12]=[C:11]([F:13])[CH:10]=[CH:9][C:8]=1[C:14](=[O:26])[NH:15][CH2:16][C:17]1[CH:22]=[CH:21][CH:20]=[C:19]([N+:23]([O-:25])=[O:24])[CH:18]=1)C.[OH-].[Na+]. The catalyst is C(O)C. The product is [F:13][C:11]1[CH:10]=[CH:9][C:8]([C:14](=[O:26])[NH:15][CH2:16][C:17]2[CH:22]=[CH:21][CH:20]=[C:19]([N+:23]([O-:25])=[O:24])[CH:18]=2)=[C:7]([CH:12]=1)[O:6][CH2:5][C:4]([OH:27])=[O:3]. The yield is 0.980. (6) The catalyst is CN(C)C=O. The yield is 0.0750. The product is [Br:31][C:32]1[CH:37]=[C:36]([C:38]([CH3:40])([CH3:39])[CH3:41])[CH:35]=[CH:34][C:33]=1[CH2:42][N:9]1[C:10](=[O:23])[C:11]([C:14]([NH:16][CH2:17][C:18]([OH:20])=[O:19])=[O:15])=[C:12]([OH:13])[N:7]([CH:1]2[CH2:6][CH2:5][CH2:4][CH2:3][CH2:2]2)[C:8]1=[O:24]. The reactants are [CH:1]1([N:7]2[C:12]([OH:13])=[C:11]([C:14]([NH:16][CH2:17][C:18]([O:20]CC)=[O:19])=[O:15])[C:10](=[O:23])[NH:9][C:8]2=[O:24])[CH2:6][CH2:5][CH2:4][CH2:3][CH2:2]1.C(=O)([O-])[O-].[K+].[K+].[Br:31][C:32]1[CH:37]=[C:36]([C:38]([CH3:41])([CH3:40])[CH3:39])[CH:35]=[CH:34][C:33]=1[CH2:42]Br.Cl.